Dataset: Forward reaction prediction with 1.9M reactions from USPTO patents (1976-2016). Task: Predict the product of the given reaction. Given the reactants [F:1][C:2]1[CH:3]=[CH:4][C:5]([O:11][C:12]2[CH:17]=[CH:16][C:15]([F:18])=[CH:14][CH:13]=2)=[C:6]([CH:10]=1)[C:7]([OH:9])=O.Cl.[N:20]1[NH:21][N:22]=[N:23][C:24]=1[C:25]1[CH:30]=[CH:29][C:28]([CH2:31][NH2:32])=[CH:27][CH:26]=1.O.ON1C2C=CC=CC=2N=N1.Cl.C(N=C=NCCCN(C)C)C.C(N(CC)CC)C, predict the reaction product. The product is: [F:1][C:2]1[CH:3]=[CH:4][C:5]([O:11][C:12]2[CH:17]=[CH:16][C:15]([F:18])=[CH:14][CH:13]=2)=[C:6]([CH:10]=1)[C:7]([NH:32][CH2:31][C:28]1[CH:27]=[CH:26][C:25]([C:24]2[N:20]=[N:21][NH:22][N:23]=2)=[CH:30][CH:29]=1)=[O:9].